Predict which catalyst facilitates the given reaction. From a dataset of Catalyst prediction with 721,799 reactions and 888 catalyst types from USPTO. (1) Reactant: Cl[CH2:2][C:3]1[N:8]=[CH:7][CH:6]=[CH:5][N:4]=1.[CH:9]1([CH2:15][N:16]2[CH2:24][C:23]3[C:18](=[C:19]([CH3:32])[CH:20]=[C:21]([CH2:25][CH:26]4[CH2:31][CH2:30][NH:29][CH2:28][CH2:27]4)[CH:22]=3)[C:17]2=[O:33])[CH2:14][CH2:13][CH2:12][CH2:11][CH2:10]1.C(=O)([O-])[O-].[Cs+].[Cs+].C(#N)C. Product: [CH:9]1([CH2:15][N:16]2[CH2:24][C:23]3[C:18](=[C:19]([CH3:32])[CH:20]=[C:21]([CH2:25][CH:26]4[CH2:27][CH2:28][N:29]([CH2:2][C:3]5[N:8]=[CH:7][CH:6]=[CH:5][N:4]=5)[CH2:30][CH2:31]4)[CH:22]=3)[C:17]2=[O:33])[CH2:14][CH2:13][CH2:12][CH2:11][CH2:10]1. The catalyst class is: 6. (2) The catalyst class is: 52. Reactant: [C:1]([NH:5][C:6]1[CH:11]=[CH:10][C:9]([N+:12]([O-:14])=[O:13])=[CH:8][CH:7]=1)([CH3:4])([CH3:3])[CH3:2].[Br:15]Br. Product: [Br:15][C:11]1[CH:10]=[C:9]([N+:12]([O-:14])=[O:13])[CH:8]=[CH:7][C:6]=1[NH:5][C:1]([CH3:4])([CH3:2])[CH3:3]. (3) Product: [CH3:1][O:2][CH:3]([O:6][CH3:7])[CH2:4][NH:5][S:17]([C:12]1[CH:13]=[CH:14][CH:15]=[CH:16][C:11]=1[N+:8]([O-:10])=[O:9])(=[O:18])=[O:19]. Reactant: [CH3:1][O:2][CH:3]([O:6][CH3:7])[CH2:4][NH2:5].[N+:8]([C:11]1[CH:16]=[CH:15][CH:14]=[CH:13][C:12]=1[S:17](Cl)(=[O:19])=[O:18])([O-:10])=[O:9].C(N(C(C)C)CC)(C)C.Cl. The catalyst class is: 2. (4) Reactant: [CH3:1][C:2]1[N:3]=[C:4]([C:7]2[CH:8]=[N:9][NH:10][C:11]=2[NH2:12])[O:5][CH:6]=1.[CH3:13][C:14]1[C:18]2[CH:19]=[C:20]([C:23](=O)[CH2:24][C:25](OCC)=[O:26])[CH:21]=[CH:22][C:17]=2[O:16][N:15]=1.CC1C=CC(S(O)(=O)=O)=CC=1. Product: [CH3:13][C:14]1[C:18]2[CH:19]=[C:20]([C:23]3[NH:12][C:11]4[N:10]([N:9]=[CH:8][C:7]=4[C:4]4[O:5][CH:6]=[C:2]([CH3:1])[N:3]=4)[C:25](=[O:26])[CH:24]=3)[CH:21]=[CH:22][C:17]=2[O:16][N:15]=1. The catalyst class is: 114. (5) Reactant: [O:1]1[C:5]2([CH2:10][CH2:9][C:8](=[O:11])[CH2:7][CH2:6]2)[O:4][CH2:3][CH2:2]1.[Li+].C[Si]([N-][Si](C)(C)C)(C)C.[F:22][C:23]([F:43])([F:42])[S:24](N(C1C=CC(Cl)=CN=1)[S:24]([C:23]([F:43])([F:42])[F:22])(=[O:26])=[O:25])(=[O:26])=[O:25].O. Product: [F:22][C:23]([F:43])([F:42])[S:24]([O:11][C:8]1[CH2:7][CH2:6][C:5]2([O:4][CH2:3][CH2:2][O:1]2)[CH2:10][CH:9]=1)(=[O:26])=[O:25]. The catalyst class is: 1. (6) Reactant: [C:1]1([CH2:7][O:8][CH2:9][C:10]2[N:15]=[C:14]([C:16]3[CH:21]=[CH:20][C:19]([C:22]([F:25])([F:24])[F:23])=[CH:18][CH:17]=3)[NH:13][C:12](=O)[CH:11]=2)[CH:6]=[CH:5][CH:4]=[CH:3][CH:2]=1.O=P(Cl)(Cl)[Cl:29].O. Product: [Cl:29][C:12]1[CH:11]=[C:10]([CH2:9][O:8][CH2:7][C:1]2[CH:6]=[CH:5][CH:4]=[CH:3][CH:2]=2)[N:15]=[C:14]([C:16]2[CH:21]=[CH:20][C:19]([C:22]([F:25])([F:24])[F:23])=[CH:18][CH:17]=2)[N:13]=1. The catalyst class is: 23.